From a dataset of Forward reaction prediction with 1.9M reactions from USPTO patents (1976-2016). Predict the product of the given reaction. Given the reactants [C:1]([O:5][C:6](=[O:25])[NH:7][CH:8]1[CH2:13][CH2:12][N:11]([C:14]2[CH:19]=[C:18]([CH3:20])[C:17]([N+:21]([O-])=O)=[C:16]([NH2:24])[CH:15]=2)[CH2:10][CH2:9]1)([CH3:4])([CH3:3])[CH3:2].[H][H].[I:28][C:29]1[CH:34]=[CH:33][N:32]=[C:31]([O:35][CH3:36])[C:30]=1[CH:37]=O, predict the reaction product. The product is: [C:1]([O:5][C:6](=[O:25])[NH:7][CH:8]1[CH2:13][CH2:12][N:11]([C:14]2[CH:19]=[C:18]([CH3:20])[C:17]3[N:21]=[C:37]([C:30]4[C:31]([O:35][CH3:36])=[N:32][CH:33]=[CH:34][C:29]=4[I:28])[NH:24][C:16]=3[CH:15]=2)[CH2:10][CH2:9]1)([CH3:4])([CH3:3])[CH3:2].